This data is from Forward reaction prediction with 1.9M reactions from USPTO patents (1976-2016). The task is: Predict the product of the given reaction. Given the reactants [Cl-].[Al+3].[Cl-].[Cl-].[C:5](Cl)(=[O:7])[CH3:6].C[O:10][C:11]1[CH:12]=[C:13]([NH:17][C:18](=[O:20])[CH3:19])[CH:14]=[CH:15][CH:16]=1, predict the reaction product. The product is: [C:5]([C:16]1[CH:15]=[CH:14][C:13]([NH:17][C:18](=[O:20])[CH3:19])=[CH:12][C:11]=1[OH:10])(=[O:7])[CH3:6].